This data is from Forward reaction prediction with 1.9M reactions from USPTO patents (1976-2016). The task is: Predict the product of the given reaction. Given the reactants [C:1]1([C:7]2[N:8]=[C:9]([CH:12]=O)[S:10][CH:11]=2)[CH:6]=[CH:5][CH:4]=[CH:3][CH:2]=1.[NH2:14][C:15]1[CH:34]=[CH:33][C:18]([CH2:19][O:20][C:21]2[CH:26]=[CH:25][C:24]([CH2:27][CH2:28][C:29]([O:31]C)=[O:30])=[CH:23][CH:22]=2)=[CH:17][CH:16]=1.C(O[BH-](OC(=O)C)OC(=O)C)(=O)C.[Na+].[C:49]1([CH2:55][CH:56]=O)[CH:54]=[CH:53][CH:52]=[CH:51][CH:50]=1.[OH-].[Na+].C(O)(=O)CC(CC(O)=O)(C(O)=O)O, predict the reaction product. The product is: [C:49]1([CH2:55][CH2:56][N:14]([CH2:12][C:9]2[S:10][CH:11]=[C:7]([C:1]3[CH:2]=[CH:3][CH:4]=[CH:5][CH:6]=3)[N:8]=2)[C:15]2[CH:34]=[CH:33][C:18]([CH2:19][O:20][C:21]3[CH:26]=[CH:25][C:24]([CH2:27][CH2:28][C:29]([OH:31])=[O:30])=[CH:23][CH:22]=3)=[CH:17][CH:16]=2)[CH:54]=[CH:53][CH:52]=[CH:51][CH:50]=1.